This data is from Catalyst prediction with 721,799 reactions and 888 catalyst types from USPTO. The task is: Predict which catalyst facilitates the given reaction. Reactant: [OH-].[K+].[C:3]([C:6]1[N:11]=[C:10]([C:12]2[CH:17]=[CH:16][C:15]([C:18]3[CH:23]=[CH:22][C:21]([CH2:24][C:25]([N:27]4[CH2:32][CH2:31][CH:30]([C:33]([O:35]CC)=[O:34])[CH2:29][CH2:28]4)=[O:26])=[CH:20][C:19]=3[Cl:38])=[CH:14][CH:13]=2)[C:9]([CH3:39])=[N:8][C:7]=1[CH3:40])(=[O:5])[NH2:4]. Product: [C:3]([C:6]1[N:11]=[C:10]([C:12]2[CH:13]=[CH:14][C:15]([C:18]3[CH:23]=[CH:22][C:21]([CH2:24][C:25]([N:27]4[CH2:28][CH2:29][CH:30]([C:33]([OH:35])=[O:34])[CH2:31][CH2:32]4)=[O:26])=[CH:20][C:19]=3[Cl:38])=[CH:16][CH:17]=2)[C:9]([CH3:39])=[N:8][C:7]=1[CH3:40])(=[O:5])[NH2:4]. The catalyst class is: 218.